Task: Regression. Given two drug SMILES strings and cell line genomic features, predict the synergy score measuring deviation from expected non-interaction effect.. Dataset: NCI-60 drug combinations with 297,098 pairs across 59 cell lines (1) Drug 1: CC(C1=C(C=CC(=C1Cl)F)Cl)OC2=C(N=CC(=C2)C3=CN(N=C3)C4CCNCC4)N. Drug 2: C1=CN(C=N1)CC(O)(P(=O)(O)O)P(=O)(O)O. Cell line: 786-0. Synergy scores: CSS=36.0, Synergy_ZIP=-2.19, Synergy_Bliss=3.20, Synergy_Loewe=-0.0361, Synergy_HSA=3.51. (2) Drug 1: COC1=C(C=C2C(=C1)N=CN=C2NC3=CC(=C(C=C3)F)Cl)OCCCN4CCOCC4. Drug 2: CC=C1C(=O)NC(C(=O)OC2CC(=O)NC(C(=O)NC(CSSCCC=C2)C(=O)N1)C(C)C)C(C)C. Cell line: KM12. Synergy scores: CSS=68.3, Synergy_ZIP=-5.80, Synergy_Bliss=-3.87, Synergy_Loewe=-1.07, Synergy_HSA=0.587.